Dataset: Reaction yield outcomes from USPTO patents with 853,638 reactions. Task: Predict the reaction yield, written as a fraction of the theoretical maximum amount of product (1.0 means a 100% yield; for example, 0.34 means a 34% yield). (1) The reactants are [N+:1]([O-:4])([O-])=[O:2].[K+].[Br:6][C:7]1[CH:16]=[CH:15][CH:14]=[C:13]2[C:8]=1[CH:9]=[CH:10][N:11]=[CH:12]2.[OH-].[NH4+]. The catalyst is S(=O)(=O)(O)O. The product is [Br:6][C:7]1[CH:16]=[CH:15][C:14]([N+:1]([O-:4])=[O:2])=[C:13]2[C:8]=1[CH:9]=[CH:10][N:11]=[CH:12]2. The yield is 0.900. (2) The reactants are [H-].[H-].[H-].[H-].[Li+].[Al+3].[CH3:7][CH:8]1[CH:13]=[C:12]([CH3:14])[CH2:11][CH2:10][C:9]1([CH:17]=[CH2:18])[CH:15]=[O:16].O.[OH-].[Na+]. The catalyst is C(OCC)C. The product is [CH3:7][CH:8]1[CH:13]=[C:12]([CH3:14])[CH2:11][CH2:10][C:9]1([CH2:15][OH:16])[CH:17]=[CH2:18]. The yield is 0.760. (3) The yield is 0.655. The catalyst is CO. The reactants are [CH2:1]([C:3]1([C:8]([O:10]CC)=[O:9])[CH2:7][CH:6]=[CH:5][CH2:4]1)[CH3:2].[OH-].[Na+]. The product is [CH2:1]([C:3]1([C:8]([OH:10])=[O:9])[CH2:7][CH:6]=[CH:5][CH2:4]1)[CH3:2]. (4) The reactants are Cl[C:2]1[N:10]=[C:9]2[C:5]([N:6]=[C:7]([CH2:12][CH2:13][N:14]3[CH2:19][CH:18]([CH:20]([CH3:22])[CH3:21])[NH:17][C:16](=[O:23])[CH2:15]3)[N:8]2[CH3:11])=[C:4]([N:24]2[CH2:29][CH2:28][O:27][CH2:26][CH2:25]2)[N:3]=1.[CH2:30]([C:32]1[NH:33][C:34]2[CH:40]=[CH:39][CH:38]=[CH:37][C:35]=2[N:36]=1)[CH3:31].CC(C1C=C(C(C)C)C(C2C=CC=CC=2P(C2CCCCC2)C2CCCCC2)=C(C(C)C)C=1)C.C([O-])([O-])=O.[Cs+].[Cs+]. The catalyst is O1CCOCC1.C1C=CC(/C=C/C(/C=C/C2C=CC=CC=2)=O)=CC=1.C1C=CC(/C=C/C(/C=C/C2C=CC=CC=2)=O)=CC=1.C1C=CC(/C=C/C(/C=C/C2C=CC=CC=2)=O)=CC=1.[Pd].[Pd]. The product is [CH2:30]([C:32]1[N:33]([C:2]2[N:10]=[C:9]3[C:5]([N:6]=[C:7]([CH2:12][CH2:13][N:14]4[CH2:19][CH:18]([CH:20]([CH3:22])[CH3:21])[NH:17][C:16](=[O:23])[CH2:15]4)[N:8]3[CH3:11])=[C:4]([N:24]3[CH2:25][CH2:26][O:27][CH2:28][CH2:29]3)[N:3]=2)[C:34]2[CH:40]=[CH:39][CH:38]=[CH:37][C:35]=2[N:36]=1)[CH3:31]. The yield is 0.440. (5) The catalyst is C(N(CC)CC)C.[Cu]I.Cl[Pd](Cl)([P](C1C=CC=CC=1)(C1C=CC=CC=1)C1C=CC=CC=1)[P](C1C=CC=CC=1)(C1C=CC=CC=1)C1C=CC=CC=1. The product is [CH2:1]([NH:8][C:9]1([C:12]2[CH:13]=[CH:14][C:15]([C:18]#[C:19][C:27]3[CH:28]=[CH:29][C:24]([C:23]([O:22][CH2:20][CH3:21])=[O:31])=[CH:25][CH:26]=3)=[CH:16][CH:17]=2)[CH2:11][CH2:10]1)[C:2]1[CH:3]=[CH:4][CH:5]=[CH:6][CH:7]=1. The yield is 0.900. The reactants are [CH2:1]([NH:8][C:9]1([C:12]2[CH:17]=[CH:16][C:15]([C:18]#[CH:19])=[CH:14][CH:13]=2)[CH2:11][CH2:10]1)[C:2]1[CH:7]=[CH:6][CH:5]=[CH:4][CH:3]=1.[CH2:20]([O:22][C:23](=[O:31])[C:24]1[CH:29]=[CH:28][C:27](I)=[CH:26][CH:25]=1)[CH3:21]. (6) The reactants are [C:1]1([C:7]2[CH:20]=[CH:19][C:10]3[N:11]=[C:12]([CH2:14][C:15]([NH:17][NH2:18])=[O:16])[S:13][C:9]=3[CH:8]=2)[CH:6]=[CH:5][CH:4]=[CH:3][CH:2]=1.[C:21]1([CH3:33])[CH:26]=[CH:25][C:24]([S:27]([N:30]=[C:31]=O)(=[O:29])=[O:28])=[CH:23][CH:22]=1.CCCP1(OP(CCC)(=O)OP(CCC)(=O)O1)=O. The catalyst is O1CCOCC1.CO. The product is [CH3:33][C:21]1[CH:26]=[CH:25][C:24]([S:27]([NH:30][C:31]2[O:16][C:15]([CH2:14][C:12]3[S:13][C:9]4[CH:8]=[C:7]([C:1]5[CH:2]=[CH:3][CH:4]=[CH:5][CH:6]=5)[CH:20]=[CH:19][C:10]=4[N:11]=3)=[N:17][N:18]=2)(=[O:29])=[O:28])=[CH:23][CH:22]=1. The yield is 0.120. (7) The reactants are [Br:1][C:2]1[C:3]([O:13][CH3:14])=[C:4](CC#N)[CH:5]=[C:6]([O:8][CH3:9])[CH:7]=1.[CH3:15][C:16]([OH:18])=[O:17]. The catalyst is O.OS(O)(=O)=O. The product is [Br:1][C:2]1[C:3]([O:13][CH3:14])=[C:4]([CH2:15][C:16]([OH:18])=[O:17])[CH:5]=[C:6]([O:8][CH3:9])[CH:7]=1. The yield is 0.550.